From a dataset of Reaction yield outcomes from USPTO patents with 853,638 reactions. Predict the reaction yield, written as a fraction of the theoretical maximum amount of product (1.0 means a 100% yield; for example, 0.34 means a 34% yield). (1) The reactants are [CH:1]1([CH:7]([C:9]2[C:10]([CH2:24][CH3:25])=[N:11][N:12]([C:14]3[CH:19]=[CH:18][C:17]([C:20]([F:23])([F:22])[F:21])=[CH:16][CH:15]=3)[CH:13]=2)O)[CH2:6][CH2:5][CH2:4][CH2:3][CH2:2]1.[NH2:26][C:27]1[CH:32]=[CH:31][C:30]([C:33]([NH:35][CH2:36][CH2:37][C:38]([O:40]CC)=[O:39])=[O:34])=[CH:29][CH:28]=1. No catalyst specified. The product is [CH:1]1([CH:7]([NH:26][C:27]2[CH:28]=[CH:29][C:30]([C:33]([NH:35][CH2:36][CH2:37][C:38]([OH:40])=[O:39])=[O:34])=[CH:31][CH:32]=2)[C:9]2[C:10]([CH2:24][CH3:25])=[N:11][N:12]([C:14]3[CH:19]=[CH:18][C:17]([C:20]([F:23])([F:22])[F:21])=[CH:16][CH:15]=3)[CH:13]=2)[CH2:6][CH2:5][CH2:4][CH2:3][CH2:2]1. The yield is 0.0600. (2) The reactants are C([O:3][P:4]([CH2:9][CH2:10][N:11]1[CH2:19][CH2:18][CH2:17][NH:16][C:15]2[C:14](=[O:20])[C:13](=[O:21])[C:12]1=2)(=[O:8])[O:5]CC)C.C[Si](Br)(C)C.O. The catalyst is ClCCl. The product is [CH2:18]1[CH2:19][N:11]([CH2:10][CH2:9][P:4]([OH:5])([OH:8])=[O:3])[C:12]2=[C:13]([OH:21])[C:14](=[O:20])[C:15]2=[N:16][CH2:17]1. The yield is 0.864. (3) The reactants are C1C=C2C3[C:12]([C:13]([C:21]4[CH:26]=[CH:25][C:24](O)=[CH:23][CH:22]=4)(C4C=CC(O)=CC=4)C2=CC=1)=[CH:11][CH:10]=[CH:9][CH:8]=3.N1[CH:33]=[CH:32][CH:31]=[CH:30][CH:29]=1.[CH2:34]1COC[CH2:35]1. No catalyst specified. The product is [C:21]1([C:13]2[C:12]3[CH2:35][C:34]4[C:29](=[CH:30][CH:31]=[CH:32][CH:33]=4)[C:11]=3[CH:10]=[CH:9][CH:8]=2)[CH:26]=[CH:25][CH:24]=[CH:23][CH:22]=1. The yield is 0.750. (4) The reactants are [NH2:1][C:2]1[CH:3]=[CH:4][C:5]2[C:6]3[N:14]=[C:13]([C:15]4[CH:20]=[CH:19][CH:18]=[C:17]([C:21]([F:24])([F:23])[F:22])[CH:16]=4)[CH:12]=[C:11]([C:25]([NH2:27])=[O:26])[C:7]=3[NH:8][C:9]=2[CH:10]=1.[CH3:28][C:29](=O)[CH3:30].C(O[BH-](OC(=O)C)OC(=O)C)(=O)C.[Na+].C(O)(C(F)(F)F)=O.N. The catalyst is C(Cl)Cl.C1COCC1.CO.O. The product is [CH:29]([NH:1][C:2]1[CH:3]=[CH:4][C:5]2[C:6]3[N:14]=[C:13]([C:15]4[CH:20]=[CH:19][CH:18]=[C:17]([C:21]([F:24])([F:23])[F:22])[CH:16]=4)[CH:12]=[C:11]([C:25]([NH2:27])=[O:26])[C:7]=3[NH:8][C:9]=2[CH:10]=1)([CH3:30])[CH3:28]. The yield is 0.550.